This data is from Catalyst prediction with 721,799 reactions and 888 catalyst types from USPTO. The task is: Predict which catalyst facilitates the given reaction. Reactant: [H-].C([Al+]CC(C)C)C(C)C.[Br:11][CH:12]1[N:16]([CH2:17][C:18]#[C:19][CH3:20])[C:15]([C:21]([O:23][CH3:24])=[O:22])=[C:14]([C:25](OC)=[O:26])[NH:13]1. Product: [Br:11][C:12]1[N:16]([CH2:17][C:18]#[C:19][CH3:20])[C:15]([C:21]([O:23][CH3:24])=[O:22])=[C:14]([CH:25]=[O:26])[N:13]=1. The catalyst class is: 7.